Dataset: PAMPA (Parallel Artificial Membrane Permeability Assay) permeability data from NCATS. Task: Regression/Classification. Given a drug SMILES string, predict its absorption, distribution, metabolism, or excretion properties. Task type varies by dataset: regression for continuous measurements (e.g., permeability, clearance, half-life) or binary classification for categorical outcomes (e.g., BBB penetration, CYP inhibition). Dataset: pampa_ncats. (1) The molecule is CC1=CC(=CC=C1)C2=NOC(=N2)[C@@H]3CC4=C(CN3)NC=N4. The result is 1 (high permeability). (2) The compound is CC(C)(C1=CC(=NO1)NC(=O)NC2=CC(=CC=C2)OC3=NC=NC4=CC(=C(C=C43)OC)OC)C(F)(F)F. The result is 1 (high permeability). (3) The drug is CC1=CC2=C(C=C1)C(=C(N2CC3=CC=C(C=C3)OC)C(=O)O)CNCC4=CC(=CC=C4)OC. The result is 1 (high permeability). (4) The compound is CC1=CC2=C(N=C(C=C2N1)C3=C(ON=C3C)C)C4=CC(=CC=C4)O. The result is 1 (high permeability). (5) The molecule is C1CCN(C1)C2CCN(CC2)C(=O)C3=CC(=C(C=C3)C(=O)N4CCC(CC4)N5CCCC5)NC6=CC=CC=C6. The result is 0 (low-to-moderate permeability). (6) The compound is CCOC1=C(C=C(C=C1)CCNC(=O)C2=CC3=C(N2CCN(C)C)C=CS3)OCC. The result is 1 (high permeability). (7) The drug is C1=CC(=CC=C1C2=C(C(=O)C3=C(C=C(C=C3O2)O)O)O)O. The result is 1 (high permeability).